Dataset: Catalyst prediction with 721,799 reactions and 888 catalyst types from USPTO. Task: Predict which catalyst facilitates the given reaction. (1) Reactant: C(P1(=O)OP(CCC)(=O)OP(CCC)(=O)O1)CC.CCN(CC)CC.[CH2:26]([CH2:28][NH2:29])[OH:27].[CH3:30][O:31][C:32]1[CH:33]=[C:34]([NH:40][C:41]2[N:46]=[C:45]([N:47]3[CH:51]=[CH:50][C:49]([C:52]([F:55])([F:54])[F:53])=[N:48]3)[C:44]([C:56]3[CH:57]=[C:58]([C:62](O)=[O:63])[CH:59]=[N:60][CH:61]=3)=[CH:43][N:42]=2)[CH:35]=[C:36]([O:38][CH3:39])[CH:37]=1. Product: [CH3:30][O:31][C:32]1[CH:33]=[C:34]([NH:40][C:41]2[N:46]=[C:45]([N:47]3[CH:51]=[CH:50][C:49]([C:52]([F:54])([F:53])[F:55])=[N:48]3)[C:44]([C:56]3[CH:57]=[C:58]([C:62]([NH:29][CH2:28][CH2:26][OH:27])=[O:63])[CH:59]=[N:60][CH:61]=3)=[CH:43][N:42]=2)[CH:35]=[C:36]([O:38][CH3:39])[CH:37]=1. The catalyst class is: 410. (2) Reactant: O.[OH-].[Li+].C([O:6][C:7](=[O:22])[CH2:8][N:9]1[C:13]([C:14]([F:17])([F:16])[F:15])=[CH:12][C:11]([C:18]([CH3:21])([CH3:20])[CH3:19])=[N:10]1)C. Product: [C:18]([C:11]1[CH:12]=[C:13]([C:14]([F:17])([F:15])[F:16])[N:9]([CH2:8][C:7]([OH:22])=[O:6])[N:10]=1)([CH3:21])([CH3:19])[CH3:20]. The catalyst class is: 132. (3) Reactant: [C:1]([O:4][C@@H:5]1[C@@H:13]([C@@:14]2([CH3:41])[CH2:19][CH2:18][C@H:17]([O:20][Si:21]([C:34]([CH3:37])([CH3:36])[CH3:35])([C:28]3[CH:33]=[CH:32][CH:31]=[CH:30][CH:29]=3)[C:22]3[CH:27]=[CH:26][CH:25]=[CH:24][CH:23]=3)[CH2:16][C@@H:15]2[CH2:38][CH2:39][OH:40])[CH2:12][CH2:11][C@@:10]2([CH3:42])[C@H:6]1[CH2:7][CH2:8][C:9]2=[CH2:43])(=[O:3])[CH3:2].[CH3:44][S:45](Cl)(=[O:47])=[O:46]. Product: [C:1]([O:4][C@@H:5]1[C@@H:13]([C@@:14]2([CH3:41])[CH2:19][CH2:18][C@H:17]([O:20][Si:21]([C:34]([CH3:35])([CH3:36])[CH3:37])([C:28]3[CH:29]=[CH:30][CH:31]=[CH:32][CH:33]=3)[C:22]3[CH:23]=[CH:24][CH:25]=[CH:26][CH:27]=3)[CH2:16][C@@H:15]2[CH2:38][CH2:39][O:40][S:45]([CH3:44])(=[O:47])=[O:46])[CH2:12][CH2:11][C@@:10]2([CH3:42])[C@H:6]1[CH2:7][CH2:8][C:9]2=[CH2:43])(=[O:3])[CH3:2]. The catalyst class is: 17.